Dataset: Catalyst prediction with 721,799 reactions and 888 catalyst types from USPTO. Task: Predict which catalyst facilitates the given reaction. (1) The catalyst class is: 23. Reactant: [CH3:1][O:2][CH2:3][CH2:4][NH:5][C:6]1[C:7]([CH3:19])=[C:8]([CH:12]=[CH:13][C:14]=1[S:15]([CH3:18])(=[O:17])=[O:16])[C:9]([OH:11])=O.[OH:20][C:21]1[N:25]([CH3:26])[N:24]=[C:23]([CH:27]2[CH2:29][CH2:28]2)[CH:22]=1.[CH3:30]CN=C=NCCCN(C)C.CCN(CC)CC.[Si](C#N)(C)(C)C.[C-]#N.[K+]. Product: [CH:27]1([C:23]2[C:22]([C:9]([C:8]3[CH:12]=[CH:13][C:14]([S:15]([CH3:18])(=[O:17])=[O:16])=[C:6]([N:5]([CH2:4][CH2:3][O:2][CH3:1])[CH3:30])[C:7]=3[CH3:19])=[O:11])=[C:21]([OH:20])[N:25]([CH3:26])[N:24]=2)[CH2:29][CH2:28]1. (2) Reactant: CC[C@@H]1NC(=O)[C@H]([C@H](O)[C@@H](C/C=C/C)C)N(C)C(=O)[C@H](C(C)C)N(C)C(=O)[C@H](CC(C)C)N(C)C(=O)[C@H](CC(C)C)N(C)C(=O)[C@@H](C)NC(=O)[C@H](C)NC(=O)[C@H](CC(C)C)N(C)C(=O)[C@H](C(C)C)NC(=O)[C@H](C[CH:81]([CH3:83])C)N(C)C(=O)CN(C)C1=O.FC(F)(F)S([O:91][Si:92]([CH2:97][CH3:98])([CH2:95][CH3:96])[CH2:93][CH3:94])(=O)=O.O. Product: [CH2:93]([Si:92]([O:91][Si:92]([CH2:81][CH3:83])([CH2:95][CH3:96])[CH2:93][CH3:94])([CH2:97][CH3:98])[CH2:95][CH3:96])[CH3:94]. The catalyst class is: 383. (3) Reactant: [Cl:1][C:2]1[S:6][C:5]([C:7]([NH:9][CH2:10][C:11]2[N:12]=[CH:13][N:14]([C:16]3[CH:21]=[CH:20][C:19]([N:22]4[CH:27]=[CH:26][CH:25]=[C:24]([OH:28])[C:23]4=[O:29])=[CH:18][CH:17]=3)[CH:15]=2)=[O:8])=[CH:4][CH:3]=1.Br[CH2:31][CH2:32][OH:33].C([O-])([O-])=O.[Cs+].[Cs+]. Product: [Cl:1][C:2]1[S:6][C:5]([C:7]([NH:9][CH2:10][C:11]2[N:12]=[CH:13][N:14]([C:16]3[CH:17]=[CH:18][C:19]([N:22]4[CH:27]=[CH:26][CH:25]=[C:24]([O:28][CH2:31][CH2:32][OH:33])[C:23]4=[O:29])=[CH:20][CH:21]=3)[CH:15]=2)=[O:8])=[CH:4][CH:3]=1. The catalyst class is: 16. (4) Reactant: [C:1]([C:3]1[CH:8]=[CH:7][C:6]([S:9](Cl)(=[O:11])=[O:10])=[CH:5][CH:4]=1)#[N:2].[CH2:13]([O:15][C:16]1[CH:29]=[CH:28][C:19]([CH2:20][NH:21][CH2:22][C:23]2[O:24][CH:25]=[CH:26][CH:27]=2)=[CH:18][CH:17]=1)[CH3:14].C(N(CC)CC)C. Product: [C:1]([C:3]1[CH:8]=[CH:7][C:6]([S:9]([N:21]([CH2:20][C:19]2[CH:18]=[CH:17][C:16]([O:15][CH2:13][CH3:14])=[CH:29][CH:28]=2)[CH2:22][C:23]2[O:24][CH:25]=[CH:26][CH:27]=2)(=[O:11])=[O:10])=[CH:5][CH:4]=1)#[N:2]. The catalyst class is: 34. (5) The catalyst class is: 20. Reactant: [CH2:1]([C:3]1[C:7]([CH3:8])=[C:6]([CH3:9])[NH:5][C:4]=1[C:10]([O:12][CH2:13][CH3:14])=[O:11])[CH3:2].C(O)(=[O:17])C. Product: [CH2:1]([C:3]1[C:7]([CH3:8])=[C:6]([CH:9]=[O:17])[NH:5][C:4]=1[C:10]([O:12][CH2:13][CH3:14])=[O:11])[CH3:2]. (6) Reactant: [CH:1]1[CH:6]=[CH:5][C:4]([C:7]([Cl:21])([C:14]2[C:19](Cl)=[CH:18][CH:17]=[CH:16][CH:15]=2)[C:8]2[CH:13]=[CH:12][CH:11]=[CH:10][CH:9]=2)=[CH:3][CH:2]=1.C(N(C(C)C)CC)(C)C.CO.[N+](C1C=C(C=CC=1F)C(O)=O)([O-])=O. Product: [Cl:21][C:7]([C:4]1[CH:5]=[CH:6][CH:1]=[CH:2][CH:3]=1)([C:14]1[CH:15]=[CH:16][CH:17]=[CH:18][CH:19]=1)[C:8]1[CH:9]=[CH:10][CH:11]=[CH:12][CH:13]=1. The catalyst class is: 3. (7) Reactant: [C:1]([C:5]1[CH:6]=[C:7]([C:13](=[O:15])[CH3:14])[CH:8]=[C:9]([Cl:12])[C:10]=1[OH:11])([CH3:4])([CH3:3])[CH3:2].CI.[CH3:18]N(C)C=O.C(=O)([O-])[O-].[K+].[K+]. Product: [C:1]([C:5]1[CH:6]=[C:7]([C:13](=[O:15])[CH3:14])[CH:8]=[C:9]([Cl:12])[C:10]=1[O:11][CH3:18])([CH3:4])([CH3:2])[CH3:3]. The catalyst class is: 226.